From a dataset of Forward reaction prediction with 1.9M reactions from USPTO patents (1976-2016). Predict the product of the given reaction. (1) Given the reactants [F:1][C:2]1[CH:3]=[C:4]([OH:9])[CH:5]=[CH:6][C:7]=1[CH3:8].Cl[C:11]1[CH:12]=[CH:13][C:14]([N+:26]([O-:28])=[O:27])=[C:15]([CH2:17][NH:18][C:19](=[O:25])[O:20][C:21]([CH3:24])([CH3:23])[CH3:22])[CH:16]=1.[H-].[Na+], predict the reaction product. The product is: [F:1][C:2]1[CH:3]=[C:4]([CH:5]=[CH:6][C:7]=1[CH3:8])[O:9][C:11]1[CH:12]=[CH:13][C:14]([N+:26]([O-:28])=[O:27])=[C:15]([CH2:17][NH:18][C:19](=[O:25])[O:20][C:21]([CH3:24])([CH3:22])[CH3:23])[CH:16]=1. (2) Given the reactants CN(CC1C=C(CN(C)C)C(O)=C(CN(C)C)C=1)C.[O:20]1[CH2:24][CH2:23][O:22][CH:21]1[CH2:25][NH:26][CH2:27][C:28]1[N:29]=[C:30]2[CH:35]=[C:34]([C:36]#[N:37])[CH:33]=[CH:32][N:31]2[CH:38]=1.[F:39][C:40]1[CH:55]=[C:54]([F:56])[CH:53]=[C:52]([F:57])[C:41]=1[C:42]([C:44]1[CH:45]=[C:46]([C:49](O)=[O:50])[NH:47][CH:48]=1)=[O:43].C(Cl)CCl.C1C=CC2N(O)N=NC=2C=1.C(N(CC)CC)C, predict the reaction product. The product is: [C:36]([C:34]1[CH:33]=[CH:32][N:31]2[CH:38]=[C:28]([CH2:27][N:26]([CH2:25][CH:21]3[O:20][CH2:24][CH2:23][O:22]3)[C:49]([C:46]3[NH:47][CH:48]=[C:44]([C:42](=[O:43])[C:41]4[C:40]([F:39])=[CH:55][C:54]([F:56])=[CH:53][C:52]=4[F:57])[CH:45]=3)=[O:50])[N:29]=[C:30]2[CH:35]=1)#[N:37].